From a dataset of CYP2C19 inhibition data for predicting drug metabolism from PubChem BioAssay. Regression/Classification. Given a drug SMILES string, predict its absorption, distribution, metabolism, or excretion properties. Task type varies by dataset: regression for continuous measurements (e.g., permeability, clearance, half-life) or binary classification for categorical outcomes (e.g., BBB penetration, CYP inhibition). Dataset: cyp2c19_veith. The drug is CC(=O)Nc1ccc(NC(=O)C2CCN(S(=O)(=O)c3cccc4nonc34)CC2)cc1. The result is 0 (non-inhibitor).